From a dataset of Retrosynthesis with 50K atom-mapped reactions and 10 reaction types from USPTO. Predict the reactants needed to synthesize the given product. (1) Given the product Nc1ccc2c(c1)/C(=C\c1ccc3[nH]nnc3c1)C(=O)N2, predict the reactants needed to synthesize it. The reactants are: Nc1ccc2c(c1)CC(=O)N2.O=Cc1ccc2[nH]nnc2c1. (2) The reactants are: CC(C)(C)OC(=O)Nc1nc2c(-c3cccc(Cl)c3)cc(Cc3ccc([N+](=O)[O-])cc3)cc2s1. Given the product CC(C)(C)OC(=O)Nc1nc2c(-c3cccc(Cl)c3)cc(Cc3ccc(N)cc3)cc2s1, predict the reactants needed to synthesize it. (3) Given the product CCOC(=O)Cc1ccccc1NC(=O)CCCCCl, predict the reactants needed to synthesize it. The reactants are: CCOC(=O)Cc1ccccc1N.O=C(Cl)CCCCCl. (4) The reactants are: CC(C)(C)OC(=O)COc1cccc2c1CCCCC2NS(=O)(=O)c1cccc(Br)c1.CC(C)c1cccc(B(O)O)c1. Given the product CC(C)c1cccc(-c2cccc(S(=O)(=O)NC3CCCCc4c(OCC(=O)OC(C)(C)C)cccc43)c2)c1, predict the reactants needed to synthesize it. (5) Given the product COc1ccc(Cn2cc(-c3csc(Oc4cccc(C)n4)n3)c(C(=O)N(C)OC)n2)cc1, predict the reactants needed to synthesize it. The reactants are: COc1ccc(Cn2cc(I)c(C(=O)N(C)OC)n2)cc1.Cc1cccc(Oc2nc(B3OC(C)(C)C(C)(C)O3)cs2)n1. (6) Given the product Clc1ccc(C2CCNC2)cc1Cl, predict the reactants needed to synthesize it. The reactants are: Clc1ccc(C2=CCNC2)cc1Cl. (7) Given the product CCOC(=O)CC[C@@H]1Cc2ccccc2C2(C1)OCCO2, predict the reactants needed to synthesize it. The reactants are: CCOC(=O)C=C[C@@H]1Cc2ccccc2C2(C1)OCCO2. (8) Given the product O=C(NCC(=O)N1CCC(Oc2cc(F)ccc2Cl)CC1)c1cc(-c2ccccc2)[nH]n1, predict the reactants needed to synthesize it. The reactants are: Fc1ccc(Cl)c(OC2CCNCC2)c1.O=C(O)CNC(=O)c1cc(-c2ccccc2)[nH]n1. (9) Given the product COc1cc(CCO)cc2c1OCO2, predict the reactants needed to synthesize it. The reactants are: COc1cc(CC(=O)O)cc2c1OCO2.